This data is from Reaction yield outcomes from USPTO patents with 853,638 reactions. The task is: Predict the reaction yield, written as a fraction of the theoretical maximum amount of product (1.0 means a 100% yield; for example, 0.34 means a 34% yield). (1) The reactants are [C:1]1([C:7]([OH:9])=[O:8])([C:4](O)=[O:5])[CH2:3][CH2:2]1.CCN(CC)CC.S(Cl)(Cl)=O.[F:21][C:22]1[CH:29]=[CH:28][C:25]([NH:26][CH3:27])=[CH:24][CH:23]=1. No catalyst specified. The product is [F:21][C:22]1[CH:29]=[CH:28][C:25]([N:26]([CH3:27])[C:4]([C:1]2([C:7]([OH:9])=[O:8])[CH2:3][CH2:2]2)=[O:5])=[CH:24][CH:23]=1. The yield is 0.720. (2) The yield is 0.730. The catalyst is CN(C=O)C. The product is [C:1]([O:5][C:6]([N:8]1[CH2:13][CH2:12][CH:11]([N:14]2[C:27]([C:29]3[CH:34]=[CH:33][N:32]=[C:31]([S:35][CH3:36])[N:30]=3)=[C:18]([C:19]3[CH:24]=[CH:23][C:22]([F:25])=[CH:21][CH:20]=3)[C:17](=[O:26])[N:15]2[CH3:16])[CH2:10][CH2:9]1)=[O:7])([CH3:2])([CH3:3])[CH3:4]. The reactants are [C:1]([O:5][C:6]([N:8]1[CH2:13][CH2:12][CH:11]([N:14]([C:27]([C:29]2[CH:34]=[CH:33][N:32]=[C:31]([S:35][CH3:36])[N:30]=2)=O)[N:15]([C:17](=[O:26])[CH2:18][C:19]2[CH:24]=[CH:23][C:22]([F:25])=[CH:21][CH:20]=2)[CH3:16])[CH2:10][CH2:9]1)=[O:7])([CH3:4])([CH3:3])[CH3:2].[H-].[Na+]. (3) The reactants are Cl.[OH:2][C@@H:3]1[CH2:8][NH:7][C@H:6]([C:9]([O:11][CH3:12])=[O:10])[CH2:5][CH2:4]1.C(N(CC)CC)C.[F:20][C:21]([F:32])([F:31])[C:22](O[C:22](=[O:23])[C:21]([F:32])([F:31])[F:20])=[O:23].O. The catalyst is O1CCCC1. The product is [OH:2][C@@H:3]1[CH2:8][N:7]([C:22](=[O:23])[C:21]([F:32])([F:31])[F:20])[C@H:6]([C:9]([O:11][CH3:12])=[O:10])[CH2:5][CH2:4]1. The yield is 0.990. (4) The product is [C:1]([O:5][C:6]([CH2:8][CH2:9][C:10]([NH:29][C:30]([CH2:31][CH2:32][C:33]([OH:35])=[O:34])=[O:36])([CH2:20][CH2:21][C:22]([O:24][C:25]([CH3:28])([CH3:27])[CH3:26])=[O:23])[CH2:11][CH2:12][C:13]([O:15][C:16]([CH3:17])([CH3:18])[CH3:19])=[O:14])=[O:7])([CH3:2])([CH3:3])[CH3:4]. The yield is 0.640. The catalyst is C(Cl)Cl.CN(C1C=CN=CC=1)C. The reactants are [C:1]([O:5][C:6]([CH2:8][CH2:9][C:10]([NH2:29])([CH2:20][CH2:21][C:22]([O:24][C:25]([CH3:28])([CH3:27])[CH3:26])=[O:23])[CH2:11][CH2:12][C:13]([O:15][C:16]([CH3:19])([CH3:18])[CH3:17])=[O:14])=[O:7])([CH3:4])([CH3:3])[CH3:2].[C:30]1(=[O:36])[O:35][C:33](=[O:34])[CH2:32][CH2:31]1. (5) The reactants are C(O[C:4]([C:6]1[CH:7]=[C:8]2[C:12](=[CH:13][CH:14]=1)[NH:11][N:10]=[C:9]2[C:15]1[CH:24]=[CH:23][C:22]2[C:17](=[CH:18][CH:19]=[C:20]([O:25][CH3:26])[CH:21]=2)[CH:16]=1)=[NH:5])C.[NH2:27][NH:28][C:29](=O)[CH2:30][N:31]1[CH2:35][CH2:34][CH2:33][CH2:32]1.C[O-].[Na+]. The catalyst is CO. The product is [CH3:26][O:25][C:20]1[CH:19]=[CH:18][C:17]2[C:22](=[CH:23][CH:24]=[C:15]([C:9]3[C:13]4[C:12](=[CH:8][CH:7]=[C:6]([C:4]5[N:5]=[C:29]([CH2:30][N:31]6[CH2:35][CH2:34][CH2:33][CH2:32]6)[NH:28][N:27]=5)[CH:14]=4)[NH:11][N:10]=3)[CH:16]=2)[CH:21]=1. The yield is 0.100. (6) The reactants are [F:1][C:2]1[CH:3]=[C:4]2[C:8](=[CH:9][CH:10]=1)[C:7](=[O:11])[CH2:6][CH2:5]2.[CH2:12]([O:14][C:15](=[O:23])[N:16]([CH2:20][CH2:21]Br)[CH2:17][CH2:18]Br)[CH3:13].[H-].[Na+]. The catalyst is CN(C=O)C.C(OCC)(=O)C. The product is [F:1][C:2]1[CH:3]=[C:4]2[C:8](=[CH:9][CH:10]=1)[C:7](=[O:11])[C:6]1([CH2:21][CH2:20][N:16]([C:15]([O:14][CH2:12][CH3:13])=[O:23])[CH2:17][CH2:18]1)[CH2:5]2. The yield is 0.321.